The task is: Predict the reaction yield, written as a fraction of the theoretical maximum amount of product (1.0 means a 100% yield; for example, 0.34 means a 34% yield).. This data is from Reaction yield outcomes from USPTO patents with 853,638 reactions. The reactants are Cl[C:2]1[CH:7]=[C:6]([O:8][C:9]2[CH:14]=[CH:13][C:12]([NH2:15])=[C:11]([F:16])[CH:10]=2)[CH:5]=[CH:4][N:3]=1.C(=O)([O-])[O-].[Cs+].[Cs+].CC1(C)C(C)(C)OB([C:31]2[O:35][CH:34]=[N:33][CH:32]=2)O1. The catalyst is C1C=CC([P]([Pd]([P](C2C=CC=CC=2)(C2C=CC=CC=2)C2C=CC=CC=2)([P](C2C=CC=CC=2)(C2C=CC=CC=2)C2C=CC=CC=2)[P](C2C=CC=CC=2)(C2C=CC=CC=2)C2C=CC=CC=2)(C2C=CC=CC=2)C2C=CC=CC=2)=CC=1.CN(C=O)C. The product is [F:16][C:11]1[CH:10]=[C:9]([O:8][C:6]2[CH:5]=[CH:4][N:3]=[C:2]([C:31]3[O:35][CH:34]=[N:33][CH:32]=3)[CH:7]=2)[CH:14]=[CH:13][C:12]=1[NH2:15]. The yield is 1.49.